From a dataset of Full USPTO retrosynthesis dataset with 1.9M reactions from patents (1976-2016). Predict the reactants needed to synthesize the given product. (1) Given the product [CH3:1][C@@H:2]([CH2:6][CH2:7][CH2:8][C:9]1[CH:10]=[CH:11][CH:12]=[CH:13][CH:14]=1)[C:3]([O:5][N:16]1[C:20](=[O:21])[CH2:19][CH2:18][C:17]1=[O:22])=[O:4], predict the reactants needed to synthesize it. The reactants are: [CH3:1][C@@H:2]([CH2:6][CH2:7][CH2:8][C:9]1[CH:14]=[CH:13][CH:12]=[CH:11][CH:10]=1)[C:3]([OH:5])=[O:4].O[N:16]1[C:20](=[O:21])[CH2:19][CH2:18][C:17]1=[O:22].Cl.C(N=C=NCCCN(C)C)C. (2) Given the product [CH3:22][O:23][C:24]1[CH:32]=[CH:31][C:30]([C:33]([F:34])([F:35])[F:36])=[CH:29][C:25]=1[C:26]([NH:12][C:11]1[N:7]([CH2:6][C@H:2]2[CH2:3][CH2:4][CH2:5][O:1]2)[N:8]=[C:9]2[CH2:15][CH2:14][CH2:13][C:10]=12)=[O:27], predict the reactants needed to synthesize it. The reactants are: [O:1]1[CH2:5][CH2:4][CH2:3][C@H:2]1[CH2:6][N:7]1[C:11]([NH2:12])=[C:10]2[CH2:13][CH2:14][CH2:15][C:9]2=[N:8]1.N1C=CC=CC=1.[CH3:22][O:23][C:24]1[CH:32]=[CH:31][C:30]([C:33]([F:36])([F:35])[F:34])=[CH:29][C:25]=1[C:26](Cl)=[O:27]. (3) Given the product [CH3:1][N:2]1[CH:26]=[C:25]2[C:4]([C:5](=[O:30])[NH:6][CH2:7][CH2:8][CH2:9][CH2:10][CH2:11][CH2:12][CH2:13][N:14]3[CH:29]=[C:17]([C:18]4[N:28]=[C:22]([C:23](=[O:27])[NH:24]2)[CH:21]=[CH:20][CH:19]=4)[CH:16]=[N:15]3)=[N:3]1, predict the reactants needed to synthesize it. The reactants are: [CH3:1][N:2]1[CH:26]=[C:25]2[C:4]([C:5](=[O:30])[NH:6][CH2:7][CH2:8][CH:9]=[CH:10][CH2:11][CH2:12][CH2:13][N:14]3[CH:29]=[C:17]([C:18]4[N:28]=[C:22]([C:23](=[O:27])[NH:24]2)[CH:21]=[CH:20][CH:19]=4)[CH:16]=[N:15]3)=[N:3]1. (4) Given the product [Cl:17][C:18]1[C:19]([C:9]2[CH:14]=[CH:13][N:12]=[CH:11][C:10]=2[Cl:15])=[CH:20][C:21]([N+:25]([O-:27])=[O:26])=[C:22]([NH2:24])[N:23]=1, predict the reactants needed to synthesize it. The reactants are: CC1(C)C(C)(C)OB([C:9]2[CH:14]=[CH:13][N:12]=[CH:11][C:10]=2[Cl:15])O1.[Cl:17][C:18]1[N:23]=[C:22]([NH2:24])[C:21]([N+:25]([O-:27])=[O:26])=[CH:20][C:19]=1I.